Dataset: NCI-60 drug combinations with 297,098 pairs across 59 cell lines. Task: Regression. Given two drug SMILES strings and cell line genomic features, predict the synergy score measuring deviation from expected non-interaction effect. (1) Drug 1: CC1OCC2C(O1)C(C(C(O2)OC3C4COC(=O)C4C(C5=CC6=C(C=C35)OCO6)C7=CC(=C(C(=C7)OC)O)OC)O)O. Drug 2: C(CCl)NC(=O)N(CCCl)N=O. Cell line: UACC-257. Synergy scores: CSS=15.7, Synergy_ZIP=-2.11, Synergy_Bliss=7.18, Synergy_Loewe=3.32, Synergy_HSA=5.39. (2) Drug 1: CN(C)C1=NC(=NC(=N1)N(C)C)N(C)C. Drug 2: CC1C(C(CC(O1)OC2CC(OC(C2O)C)OC3=CC4=CC5=C(C(=O)C(C(C5)C(C(=O)C(C(C)O)O)OC)OC6CC(C(C(O6)C)O)OC7CC(C(C(O7)C)O)OC8CC(C(C(O8)C)O)(C)O)C(=C4C(=C3C)O)O)O)O. Cell line: NCI-H226. Synergy scores: CSS=-5.17, Synergy_ZIP=1.74, Synergy_Bliss=1.69, Synergy_Loewe=-10.8, Synergy_HSA=-1.91. (3) Drug 1: CCN(CC)CCNC(=O)C1=C(NC(=C1C)C=C2C3=C(C=CC(=C3)F)NC2=O)C. Drug 2: C1CN(CCN1C(=O)CCBr)C(=O)CCBr. Cell line: HCT-15. Synergy scores: CSS=4.03, Synergy_ZIP=-3.56, Synergy_Bliss=-3.45, Synergy_Loewe=-6.60, Synergy_HSA=-4.98. (4) Drug 1: C1CCN(CC1)CCOC2=CC=C(C=C2)C(=O)C3=C(SC4=C3C=CC(=C4)O)C5=CC=C(C=C5)O. Drug 2: COC1=C2C(=CC3=C1OC=C3)C=CC(=O)O2. Cell line: 786-0. Synergy scores: CSS=5.34, Synergy_ZIP=-0.398, Synergy_Bliss=1.65, Synergy_Loewe=0.256, Synergy_HSA=0.510. (5) Drug 1: CC(CN1CC(=O)NC(=O)C1)N2CC(=O)NC(=O)C2. Drug 2: C1C(C(OC1N2C=NC3=C(N=C(N=C32)Cl)N)CO)O. Cell line: NCI-H522. Synergy scores: CSS=14.6, Synergy_ZIP=-5.85, Synergy_Bliss=-2.70, Synergy_Loewe=-1.28, Synergy_HSA=-1.38.